The task is: Predict the reactants needed to synthesize the given product.. This data is from Full USPTO retrosynthesis dataset with 1.9M reactions from patents (1976-2016). (1) Given the product [ClH:27].[CH2:1]([CH:3]([N:6]1[CH2:11][CH2:10][CH:9]([CH2:12][CH2:13][CH2:14][C:15]2[N:16]=[C:25]([C:24]3[CH:23]=[CH:22][C:21]([C:20]([F:19])([F:30])[F:31])=[CH:29][CH:28]=3)[O:18][N:17]=2)[CH2:8][CH2:7]1)[CH2:4][CH3:5])[CH3:2], predict the reactants needed to synthesize it. The reactants are: [CH2:1]([CH:3]([N:6]1[CH2:11][CH2:10][CH:9]([CH2:12][CH2:13][CH2:14][C:15]([NH:17][OH:18])=[NH:16])[CH2:8][CH2:7]1)[CH2:4][CH3:5])[CH3:2].[F:19][C:20]([F:31])([F:30])[C:21]1[CH:29]=[CH:28][C:24]([C:25]([Cl:27])=O)=[CH:23][CH:22]=1. (2) Given the product [Cl:14][C:11]1[S:10][C:9]([C@@H:7]2[CH2:8][C@H:6]2[CH:4]([NH:3][O:2][CH3:1])[CH3:5])=[CH:13][CH:12]=1, predict the reactants needed to synthesize it. The reactants are: [CH3:1][O:2][N:3]=[C:4]([C@@H:6]1[CH2:8][C@H:7]1[C:9]1[S:10][C:11]([Cl:14])=[CH:12][CH:13]=1)[CH3:5].C([BH3-])#N.[Na+].